This data is from Full USPTO retrosynthesis dataset with 1.9M reactions from patents (1976-2016). The task is: Predict the reactants needed to synthesize the given product. Given the product [C:31]([O:21][CH2:20][CH2:19][S:18][C:15]1[CH:16]=[CH:17][C:12]([S:11][C:8]2[CH:7]=[CH:6][C:5]([S:4][CH2:3][CH2:2][O:1][C:30](=[O:38])[CH:28]=[CH2:29])=[CH:10][CH:9]=2)=[CH:13][CH:14]=1)(=[O:34])[CH:32]=[CH2:33], predict the reactants needed to synthesize it. The reactants are: [OH:1][CH2:2][CH2:3][S:4][C:5]1[CH:10]=[CH:9][C:8]([S:11][C:12]2[CH:17]=[CH:16][C:15]([S:18][CH2:19][CH2:20][OH:21])=[CH:14][CH:13]=2)=[CH:7][CH:6]=1.C(N([CH:28]([CH3:30])[CH3:29])CC)(C)C.[C:31](Cl)(=[O:34])[CH:32]=[CH2:33].C(OCC)(=[O:38])C.